From a dataset of Experimentally validated miRNA-target interactions with 360,000+ pairs, plus equal number of negative samples. Binary Classification. Given a miRNA mature sequence and a target amino acid sequence, predict their likelihood of interaction. (1) The miRNA is hsa-miR-6873-5p with sequence CAGAGGGAAUACAGAGGGCAAU. The protein sequence of the target gene is MIRCGLACERCRWILPLLLLSAIAFDIIALAGRGWLQSSDHGQTSSLWWKCSQEGGGSGSYEEGCQSLMEYAWGRAAAAMLFCGFIILVICFILSFFALCGPQMLVFLRVIGGLLALAAVFQIISLVIYPVKYTQTFTLHANPAVTYIYNWAYGFGWAATIILIGCAFFFCCLPNYEDDLLGNAKPRYFYTSA. Result: 1 (interaction). (2) The miRNA is mmu-miR-7214-5p with sequence UGUUUUCUGGGUUGGAAUGAGAA. The protein sequence of the target gene is MGSPRSALSCLLLHLLVLCLQAQEGPGRGPALGRELASLFRAGREPQGVSQQHVREQSLVTDQLSRRLIRTYQLYSRTSGKHVQVLANKRINAMAEDGDPFAKLIVETDTFGSRVRVRGAETGLYICMNKKGKLIAKSNGKGKDCVFTEIVLENNYTALQNAKYEGWYMAFTRKGRPRKGSKTRQHQREVHFMKRLPRGHHTTEQSLRFEFLNYPPFTRSLRGSQRTWAPEPR. Result: 0 (no interaction).